Dataset: Forward reaction prediction with 1.9M reactions from USPTO patents (1976-2016). Task: Predict the product of the given reaction. (1) Given the reactants [NH2:1][C:2]1[C:7]([N+:8]([O-])=O)=[C:6]([N:11]2[CH2:16][CH2:15][N:14]([C:17](=[O:26])[CH2:18][O:19][C:20]3[CH:25]=[CH:24][CH:23]=[CH:22][CH:21]=3)[CH2:13][CH2:12]2)[C:5]([Br:27])=[CH:4][N:3]=1.[CH3:28][N:29]([CH3:38])[C:30]1[CH:37]=[CH:36][C:33]([CH:34]=O)=[CH:32][CH:31]=1.[O-]S(S([O-])=O)=O.[Na+].[Na+], predict the reaction product. The product is: [Br:27][C:5]1[C:6]([N:11]2[CH2:16][CH2:15][N:14]([C:17](=[O:26])[CH2:18][O:19][C:20]3[CH:25]=[CH:24][CH:23]=[CH:22][CH:21]=3)[CH2:13][CH2:12]2)=[C:7]2[N:8]=[C:34]([C:33]3[CH:36]=[CH:37][C:30]([N:29]([CH3:38])[CH3:28])=[CH:31][CH:32]=3)[NH:1][C:2]2=[N:3][CH:4]=1. (2) Given the reactants [CH2:1]([C:9]1[N:14]=[CH:13][C:12]([NH2:15])=[CH:11][CH:10]=1)[CH2:2][CH2:3][CH2:4][CH2:5][CH2:6][CH2:7][CH3:8].C(OC([N:23]1[CH2:30][CH2:29][C@H:28]([OH:31])[C@H:24]1[C:25](O)=[O:26])=O)(C)(C)C, predict the reaction product. The product is: [OH:31][C@H:28]1[CH2:29][CH2:30][NH:23][C@@H:24]1[C:25]([NH:15][C:12]1[CH:13]=[N:14][C:9]([CH2:1][CH2:2][CH2:3][CH2:4][CH2:5][CH2:6][CH2:7][CH3:8])=[CH:10][CH:11]=1)=[O:26]. (3) Given the reactants [F:1][C:2]([F:13])([F:12])[C:3]1[CH:7]=[C:6]([NH:8][C:9](=[O:11])[CH3:10])[NH:5][N:4]=1.[I:14](O)(=O)=O.II, predict the reaction product. The product is: [I:14][C:7]1[C:3]([C:2]([F:1])([F:12])[F:13])=[N:4][NH:5][C:6]=1[NH:8][C:9](=[O:11])[CH3:10]. (4) Given the reactants [CH2:1]1[O:10][C:9]2[CH:8]=[CH:7][C:5]([NH2:6])=[CH:4][C:3]=2[O:2]1.[CH2:11]1[O:19][C:18]2[CH:17]=[CH:16][C:15]([N:20]=[C:21]=[O:22])=[CH:14][C:13]=2[O:12]1, predict the reaction product. The product is: [CH2:1]1[O:10][C:9]2[CH:8]=[CH:7][C:5]([NH:6][C:21]([NH:20][C:15]3[CH:16]=[CH:17][C:18]4[O:19][CH2:11][O:12][C:13]=4[CH:14]=3)=[O:22])=[CH:4][C:3]=2[O:2]1. (5) Given the reactants C(OC(C1CCN([CH2:12][C:13]2[CH:18]=[CH:17][C:16]([C@@H:19]3[O:28][C:23]4=[N:24][CH:25]=[CH:26][CH:27]=[C:22]4[O:21][CH2:20]3)=[CH:15][CH:14]=2)CC1)=O)C.[C:29]1([C:35]2([OH:41])[CH2:40][CH2:39][NH:38][CH2:37][CH2:36]2)[CH:34]=[CH:33][CH:32]=[CH:31][CH:30]=1, predict the reaction product. The product is: [O:21]1[C:22]2[C:23](=[N:24][CH:25]=[CH:26][CH:27]=2)[O:28][C@@H:19]([C:16]2[CH:17]=[CH:18][C:13]([CH2:12][N:38]3[CH2:39][CH2:40][C:35]([C:29]4[CH:30]=[CH:31][CH:32]=[CH:33][CH:34]=4)([OH:41])[CH2:36][CH2:37]3)=[CH:14][CH:15]=2)[CH2:20]1. (6) Given the reactants [CH2:1]([O:3][C:4](=[O:13])[C:5]1[CH:10]=[C:9]([Cl:11])[C:8](Cl)=[N:7][CH:6]=1)[CH3:2].[NH:14]1[CH2:18][CH2:17][CH:16]([C:19]([OH:21])=[O:20])[CH2:15]1.CCN(C(C)C)C(C)C, predict the reaction product. The product is: [Cl:11][C:9]1[C:8]([N:14]2[CH2:18][CH2:17][CH:16]([C:19]([OH:21])=[O:20])[CH2:15]2)=[N:7][CH:6]=[C:5]([C:4]([O:3][CH2:1][CH3:2])=[O:13])[CH:10]=1. (7) Given the reactants [Br:1][C:2]1[C:7]([O:8][CH3:9])=[CH:6][C:5]([C:10]2[O:11][CH:12]=[CH:13][CH:14]=2)=[CH:4][C:3]=1[O:15][CH3:16].CON(C)[C:20](=[O:36])[CH:21]([O:34][CH3:35])[C:22]1[CH:27]=[CH:26][C:25]([C:28]2[O:29][C:30]([CH3:33])=[CH:31][CH:32]=2)=[CH:24][CH:23]=1, predict the reaction product. The product is: [Br:1][C:2]1[C:7]([O:8][CH3:9])=[CH:6][C:5]([C:10]2[O:11][C:12]([C:20](=[O:36])[CH:21]([O:34][CH3:35])[C:22]3[CH:27]=[CH:26][C:25]([C:28]4[O:29][C:30]([CH3:33])=[CH:31][CH:32]=4)=[CH:24][CH:23]=3)=[CH:13][CH:14]=2)=[CH:4][C:3]=1[O:15][CH3:16].